From a dataset of Reaction yield outcomes from USPTO patents with 853,638 reactions. Predict the reaction yield, written as a fraction of the theoretical maximum amount of product (1.0 means a 100% yield; for example, 0.34 means a 34% yield). (1) The reactants are [C:1](/[C:3](=[C:9](\[C:18]1[C:19]([CH:24]([F:26])[F:25])=[N:20][N:21]([CH3:23])[CH:22]=1)/[NH:10][CH:11]([C:13]1[S:14][CH:15]=[CH:16][N:17]=1)[CH3:12])/[C:4]([O:6]CC)=O)#[N:2].[CH2:27]([NH2:29])[CH3:28].[CH3:30][Al](C)C. The catalyst is C1(C)C=CC=CC=1. The product is [C:1](/[C:3](=[C:9](\[C:18]1[C:19]([CH:24]([F:26])[F:25])=[N:20][N:21]([CH3:23])[CH:22]=1)/[NH:10][CH:11]([C:13]1[S:14][CH:15]=[CH:16][N:17]=1)[CH3:12])/[C:4]([NH:29][CH:27]1[CH2:30][CH2:28]1)=[O:6])#[N:2]. The yield is 0.510. (2) The reactants are C(Cl)(=O)C(Cl)=O.CS(C)=O.[CH3:11][C:12]([C:17]1[CH:22]=[CH:21][CH:20]=[CH:19][CH:18]=1)([CH3:16])[CH2:13][CH2:14][OH:15].C(N(CC)CC)C. The catalyst is ClCCl. The product is [CH3:16][C:12]([C:17]1[CH:22]=[CH:21][CH:20]=[CH:19][CH:18]=1)([CH3:11])[CH2:13][CH:14]=[O:15]. The yield is 0.900. (3) The reactants are [CH:1]1([C:4](=[O:6])[CH3:5])[CH2:3][CH2:2]1.[CH3:7][N:8](C)C(N(C)C)N(C)C.[N+:17]([O-])([O-])=O.[NH4+].[Cl-:22].[NH4+]. The catalyst is FC(F)(F)C(OC(=O)C(F)(F)F)=O.O.[Zn]. The product is [ClH:22].[CH:1]1([C:4]2[O:6][N:8]=[CH:7][C:5]=2[NH2:17])[CH2:3][CH2:2]1. The yield is 0.250. (4) The reactants are [CH:1]1([C:4]2[CH:9]=[CH:8][N:7]=[CH:6][C:5]=2[N:10]2[CH2:14][CH2:13][NH:12][C:11]2=[O:15])[CH2:3][CH2:2]1.Br[C:17]1[CH:18]=[CH:19][C:20]2[C:24]([C:25]([F:28])([F:27])[F:26])=[CH:23][S:22][C:21]=2[CH:29]=1.CN[C@@H]1CCCC[C@H]1NC.P([O-])([O-])([O-])=O.[K+].[K+].[K+]. The catalyst is [Cu](I)I.O1CCOCC1. The product is [CH:1]1([C:4]2[CH:9]=[CH:8][N:7]=[CH:6][C:5]=2[N:10]2[CH2:14][CH2:13][N:12]([C:17]3[CH:18]=[CH:19][C:20]4[C:24]([C:25]([F:26])([F:27])[F:28])=[CH:23][S:22][C:21]=4[CH:29]=3)[C:11]2=[O:15])[CH2:3][CH2:2]1. The yield is 0.0400. (5) The reactants are I(C1C=CC=CC=1C(O)=O)(=O)=O.[CH:13]1([CH:16]([OH:25])[C:17]2[CH:18]=[C:19]([CH:22]=[CH:23][CH:24]=2)[C:20]#[N:21])[CH2:15][CH2:14]1. The catalyst is CCOC(C)=O. The product is [CH:13]1([C:16]([C:17]2[CH:18]=[C:19]([CH:22]=[CH:23][CH:24]=2)[C:20]#[N:21])=[O:25])[CH2:15][CH2:14]1. The yield is 1.00. (6) The yield is 0.950. The catalyst is CO.[OH-].[OH-].[Pd+2]. The reactants are [CH2:1]([O:8][CH2:9][C:10]1[N:15]=[C:14]([NH2:16])[N:13]=[C:12]([NH2:17])[C:11]=1[C:18]1[CH:23]=[CH:22][C:21]([N+:24]([O-])=O)=[CH:20][CH:19]=1)[C:2]1[CH:7]=[CH:6][CH:5]=[CH:4][CH:3]=1. The product is [NH2:24][C:21]1[CH:22]=[CH:23][C:18]([C:11]2[C:12]([NH2:17])=[N:13][C:14]([NH2:16])=[N:15][C:10]=2[CH2:9][O:8][CH2:1][C:2]2[CH:7]=[CH:6][CH:5]=[CH:4][CH:3]=2)=[CH:19][CH:20]=1. (7) The reactants are [C:1]([C:4]1[C:5]([OH:14])=[C:6]([C:9]([CH3:13])=[C:10]([Cl:12])[CH:11]=1)[C:7]#[N:8])(=[O:3])[CH3:2].C(N(CC)CC)C.[F:22][C:23]([F:36])([F:35])[S:24](O[S:24]([C:23]([F:36])([F:35])[F:22])(=[O:26])=[O:25])(=[O:26])=[O:25]. The catalyst is C(Cl)Cl. The product is [F:22][C:23]([F:36])([F:35])[S:24]([O:14][C:5]1[C:4]([C:1](=[O:3])[CH3:2])=[CH:11][C:10]([Cl:12])=[C:9]([CH3:13])[C:6]=1[C:7]#[N:8])(=[O:26])=[O:25]. The yield is 0.420.